From a dataset of Choline transporter screen with 302,306 compounds. Binary Classification. Given a drug SMILES string, predict its activity (active/inactive) in a high-throughput screening assay against a specified biological target. The drug is Clc1cc2nc(oc2cc1)c1c(cccc1)C. The result is 0 (inactive).